Dataset: hERG potassium channel inhibition data for cardiac toxicity prediction from Karim et al.. Task: Regression/Classification. Given a drug SMILES string, predict its toxicity properties. Task type varies by dataset: regression for continuous values (e.g., LD50, hERG inhibition percentage) or binary classification for toxic/non-toxic outcomes (e.g., AMES mutagenicity, cardiotoxicity, hepatotoxicity). Dataset: herg_karim. (1) The drug is Cc1ncoc1-c1nnc(SCCCN2C[C@H]3C[C@@]3(c3ccc(OC(F)(F)F)cc3)C2)n1C. The result is 1 (blocker). (2) The molecule is O=S(=O)(Nc1ccc([C@]23CNC[C@H]2C3)cc1)c1ccc(C(F)(F)F)cc1. The result is 1 (blocker). (3) The drug is CC(C)(O)[C@@H]1CNC[C@H]1Nc1nc(-c2cc(-c3cc[nH]n3)ccc2O)nc2ccccc12. The result is 0 (non-blocker).